The task is: Predict the reactants needed to synthesize the given product.. This data is from Full USPTO retrosynthesis dataset with 1.9M reactions from patents (1976-2016). Given the product [ClH:121].[CH3:78][C:76]([O:79][C:80](=[O:97])[CH2:81][C@H:82]([NH:86][S:87]([CH2:90][C:91]1[CH:96]=[CH:95][CH:94]=[CH:93][CH:92]=1)(=[O:89])=[O:88])[C:83]([NH:67][CH:58]([CH2:57][C:53]1[CH:52]=[C:51]2[C:56](=[CH:55][CH:54]=1)[C:47]([NH2:46])=[N:48][CH:49]=[CH:50]2)[C:59](=[O:66])[N:60]1[CH2:61][CH2:62][CH2:63][CH2:64][CH2:65]1)=[O:84])([CH3:75])[CH3:77], predict the reactants needed to synthesize it. The reactants are: Cl.NC1C2C(=CC(CC(NC(=O)CNS(C3C(C)=C(C)C4OC(C)(C)CCC=4C=3C)(=O)=O)C(=O)N3CCCCC3)=CC=2)C=CN=1.[NH2:46][C:47]1[C:56]2[C:51](=[CH:52][C:53]([CH2:57][CH:58]([NH:67]C(=O)OC(C)(C)C)[C:59](=[O:66])[N:60]3[CH2:65][CH2:64][CH2:63][CH2:62][CH2:61]3)=[CH:54][CH:55]=2)[CH:50]=[CH:49][N:48]=1.[CH3:75][C:76]([O:79][C:80](=[O:97])[CH2:81][C@H:82]([NH:86][S:87]([CH2:90][C:91]1[CH:96]=[CH:95][CH:94]=[CH:93][CH:92]=1)(=[O:89])=[O:88])[C:83](O)=[O:84])([CH3:78])[CH3:77].N[C@H](C(O)=O)CC(=O)OC(C)(C)C.C1(CS([Cl:121])(=O)=O)C=CC=CC=1.